From a dataset of Forward reaction prediction with 1.9M reactions from USPTO patents (1976-2016). Predict the product of the given reaction. (1) Given the reactants [CH3:1][O:2][C:3]1[CH:8]=[CH:7][C:6]([C:9]2[C:17]3[C:16]([O:18][C:19]4[CH:20]=[C:21]([CH:23]=[CH:24][CH:25]=4)[NH2:22])=[N:15][CH:14]=[N:13][C:12]=3[O:11][C:10]=2[C:26]2[CH:31]=[CH:30][CH:29]=[CH:28][CH:27]=2)=[CH:5][CH:4]=1.[CH3:32][O:33][C:34](=[O:37])[CH2:35]Br.C(=O)([O-])[O-].[Cs+].[Cs+], predict the reaction product. The product is: [CH3:32][O:33][C:34](=[O:37])[CH2:35][NH:22][C:21]1[CH:23]=[CH:24][CH:25]=[C:19]([O:18][C:16]2[C:17]3[C:9]([C:6]4[CH:5]=[CH:4][C:3]([O:2][CH3:1])=[CH:8][CH:7]=4)=[C:10]([C:26]4[CH:31]=[CH:30][CH:29]=[CH:28][CH:27]=4)[O:11][C:12]=3[N:13]=[CH:14][N:15]=2)[CH:20]=1. (2) Given the reactants Cl[C:2]1[N:3]=[C:4]([N:28]2[CH2:33][CH2:32][O:31][CH2:30][CH2:29]2)[C:5]2[S:10][C:9]([CH2:11][N:12]3[CH2:17][CH2:16][N:15]([S:18]([C:21]4[CH:26]=[CH:25][CH:24]=[C:23]([F:27])[CH:22]=4)(=[O:20])=[O:19])[CH2:14][CH2:13]3)=[CH:8][C:6]=2[N:7]=1.[NH2:34][C:35]1[N:40]=[CH:39][C:38](B(O)O)=[CH:37][N:36]=1, predict the reaction product. The product is: [O:31]1[CH2:32][CH2:33][N:28]([C:4]2[C:5]3[S:10][C:9]([CH2:11][N:12]4[CH2:13][CH2:14][N:15]([S:18]([C:21]5[CH:26]=[CH:25][CH:24]=[C:23]([F:27])[CH:22]=5)(=[O:19])=[O:20])[CH2:16][CH2:17]4)=[CH:8][C:6]=3[N:7]=[C:2]([C:38]3[CH:37]=[N:36][C:35]([NH2:34])=[N:40][CH:39]=3)[N:3]=2)[CH2:29][CH2:30]1. (3) Given the reactants O1CCOCC1.Cl.[CH3:8][O:9][C:10]([C:12]1[N:13]([CH2:32][C:33]2[CH:38]=[CH:37][C:36]([C:39]([O:41]C(C)(C)C)=[O:40])=[CH:35][CH:34]=2)[C:14](=[O:31])[C:15]2[C:20]([C:21]=1[C:22]1[CH:27]=[CH:26][CH:25]=[CH:24][CH:23]=1)=[CH:19][C:18]([C:28](=[O:30])[NH2:29])=[CH:17][CH:16]=2)=[O:11], predict the reaction product. The product is: [CH3:8][O:9][C:10]([C:12]1[N:13]([CH2:32][C:33]2[CH:34]=[CH:35][C:36]([C:39]([OH:41])=[O:40])=[CH:37][CH:38]=2)[C:14](=[O:31])[C:15]2[C:20]([C:21]=1[C:22]1[CH:23]=[CH:24][CH:25]=[CH:26][CH:27]=1)=[CH:19][C:18]([C:28](=[O:30])[NH2:29])=[CH:17][CH:16]=2)=[O:11]. (4) Given the reactants [OH:1][C:2]1[CH:3]=[C:4]([CH2:8][CH2:9][C:10]([O:12][CH3:13])=[O:11])[CH:5]=[CH:6][CH:7]=1.Cl[CH2:15][C:16]1[CH:21]=[CH:20][C:19]([C:22]2[CH:27]=[C:26]([O:28][CH3:29])[CH:25]=[CH:24][C:23]=2[F:30])=[C:18]([C:31]([CH3:34])([CH3:33])[CH3:32])[CH:17]=1, predict the reaction product. The product is: [CH3:34][C:31]([C:18]1[CH:17]=[C:16]([CH2:15][O:1][C:2]2[CH:3]=[C:4]([CH2:8][CH2:9][C:10]([O:12][CH3:13])=[O:11])[CH:5]=[CH:6][CH:7]=2)[CH:21]=[CH:20][C:19]=1[C:22]1[CH:27]=[C:26]([O:28][CH3:29])[CH:25]=[CH:24][C:23]=1[F:30])([CH3:32])[CH3:33]. (5) Given the reactants [C:1]([O:5][C:6]([NH:8][C@H:9]([C:14]([OH:16])=O)[CH2:10][CH:11]([CH3:13])C)=[O:7])([CH3:4])([CH3:3])[CH3:2].[N:17]([C@H:20]1[C@H:27]2[C@H:23]([CH2:24][N:25]([CH2:28][C:29]3[CH:34]=[CH:33][CH:32]=[CH:31][CH:30]=3)[CH2:26]2)[CH2:22][CH2:21]1)=[N+]=[N-].C(N1C[C@@H]2[C@@H](N)CC[C@@H]2C1)C1C=CC=CC=1, predict the reaction product. The product is: [C:1]([O:5][C:6](=[O:7])[NH:8][C@@H:9]([CH2:10][CH2:11][CH3:13])[C:14](=[O:16])[NH:17][C@H:20]1[C@H:27]2[C@H:23]([CH2:24][N:25]([CH2:28][C:29]3[CH:34]=[CH:33][CH:32]=[CH:31][CH:30]=3)[CH2:26]2)[CH2:22][CH2:21]1)([CH3:2])([CH3:3])[CH3:4]. (6) Given the reactants F[C:2]1[N:7]=[C:6]([N:8]([CH3:21])[C:9]2[CH:14]=[CH:13][N:12]=[C:11]([C:15]3[CH:20]=[CH:19][CH:18]=[CH:17][CH:16]=3)[N:10]=2)[CH:5]=[CH:4][N:3]=1.[NH2:22][CH2:23][C@H:24]([C:26]1[CH:31]=[CH:30][CH:29]=[CH:28][CH:27]=1)[OH:25], predict the reaction product. The product is: [CH3:21][N:8]([C:9]1[CH:14]=[CH:13][N:12]=[C:11]([C:15]2[CH:20]=[CH:19][CH:18]=[CH:17][CH:16]=2)[N:10]=1)[C:6]1[CH:5]=[CH:4][N:3]=[C:2]([NH:22][CH2:23][C@H:24]([C:26]2[CH:31]=[CH:30][CH:29]=[CH:28][CH:27]=2)[OH:25])[N:7]=1. (7) Given the reactants [OH2:1].OO.[F:4][C:5]1[C:10]([F:11])=[CH:9][C:8](B2OC(C)(C)C(C)(C)O2)=[CH:7][N:6]=1, predict the reaction product. The product is: [F:11][C:10]1[CH:9]=[C:8]([OH:1])[CH:7]=[N:6][C:5]=1[F:4]. (8) The product is: [CH:20]1([CH2:19][N:8]2[C:5]3=[N:6][CH:7]=[C:2]([F:1])[CH:3]=[C:4]3[C:10]([I:11])=[N:9]2)[CH2:24][CH2:23][CH2:22][CH2:21]1. Given the reactants [F:1][C:2]1[CH:3]=[C:4]2[C:10]([I:11])=[N:9][NH:8][C:5]2=[N:6][CH:7]=1.C(=O)([O-])[O-].[Cs+].[Cs+].I[CH2:19][CH:20]1[CH2:24][CH2:23][CH2:22][CH2:21]1, predict the reaction product. (9) Given the reactants [C:1]1(=[O:7])[O:6][C:4](=[O:5])[CH:3]=[CH:2]1.[CH:8]1[C:13]([NH2:14])=[CH:12][CH:11]=[C:10]([NH2:15])[CH:9]=1, predict the reaction product. The product is: [NH2:14][C:13]1[CH:8]=[CH:9][C:10]([NH:15][C:1](=[O:7])/[CH:2]=[CH:3]\[C:4]([OH:6])=[O:5])=[CH:11][CH:12]=1. (10) Given the reactants O=C1C2C(=CC=CC=2)N=C(C(OCC)=O)N1.[CH:17]([C:20]1[C:28]2[C:27](=[O:29])[NH:26][C:25]([C:30]([O:32]CC)=O)=[N:24][C:23]=2[S:22][CH:21]=1)([CH3:19])[CH3:18].C1(C(C2C=CC=CC=2)(C2C=CC=CC=2)N2C=NC(CCCOC3C=C(CN)C=CN=3)=N2)C=CC=CC=1.C1(C(C2C=CC=CC=2)(C2C=CC=CC=2)[N:78]2[CH:82]=[N:81][C:80]([O:83][CH2:84][CH2:85][O:86][C:87]3[CH:88]=[C:89]([CH2:93][NH2:94])[CH:90]=[CH:91][CH:92]=3)=[N:79]2)C=CC=CC=1, predict the reaction product. The product is: [CH:17]([C:20]1[C:28]2[C:27](=[O:29])[NH:26][C:25]([C:30]([NH:94][CH2:93][C:89]3[CH:90]=[CH:91][CH:92]=[C:87]([O:86][CH2:85][CH2:84][O:83][C:80]4[N:81]=[CH:82][NH:78][N:79]=4)[CH:88]=3)=[O:32])=[N:24][C:23]=2[S:22][CH:21]=1)([CH3:18])[CH3:19].